This data is from Forward reaction prediction with 1.9M reactions from USPTO patents (1976-2016). The task is: Predict the product of the given reaction. (1) Given the reactants FC(F)(F)[C:3]1[CH:4]=[CH:5][C:6]2[O:10][C:9]([C:11]([OH:13])=[O:12])=[CH:8][C:7]=2[CH:14]=1.[F:17][C:18]([F:28])([F:27])[O:19]C1C=CC(O)=CC=1, predict the reaction product. The product is: [F:17][C:18]([F:28])([F:27])[O:19][C:3]1[CH:4]=[CH:5][C:6]2[O:10][C:9]([C:11]([OH:13])=[O:12])=[CH:8][C:7]=2[CH:14]=1. (2) Given the reactants [C:1]([C:5]1[CH:10]=[CH:9][C:8]([C:11]2[C:12]([NH2:17])=[N:13][CH:14]=[CH:15][CH:16]=2)=[CH:7][CH:6]=1)([CH3:4])([CH3:3])[CH3:2].[H-].[Na+].Cl[CH2:21][CH2:22][S:23](Cl)(=[O:25])=[O:24].O, predict the reaction product. The product is: [C:1]([C:5]1[CH:10]=[CH:9][C:8]([C:11]2[C:12]3=[N:17][S:23](=[O:25])(=[O:24])[CH2:22][CH2:21][N:13]3[CH:14]=[CH:15][CH:16]=2)=[CH:7][CH:6]=1)([CH3:4])([CH3:2])[CH3:3]. (3) Given the reactants [F:1][CH:2]([F:38])[C:3]1[N:7]([C:8]2[N:13]=[C:12]([N:14]3[CH2:19][CH2:18][O:17][CH2:16][CH2:15]3)[N:11]=[C:10]([N:20]3[CH2:25][CH2:24][N:23]([C:26]([O:28][C:29]([CH3:32])([CH3:31])[CH3:30])=[O:27])[CH2:22][CH2:21]3)[N:9]=2)[C:6]2[CH:33]=[CH:34][CH:35]=[C:36]([OH:37])[C:5]=2[N:4]=1.Br[CH2:40][CH2:41][CH2:42][OH:43].C([O-])([O-])=O.[K+].[K+], predict the reaction product. The product is: [F:38][CH:2]([F:1])[C:3]1[N:7]([C:8]2[N:13]=[C:12]([N:14]3[CH2:15][CH2:16][O:17][CH2:18][CH2:19]3)[N:11]=[C:10]([N:20]3[CH2:25][CH2:24][N:23]([C:26]([O:28][C:29]([CH3:32])([CH3:30])[CH3:31])=[O:27])[CH2:22][CH2:21]3)[N:9]=2)[C:6]2[CH:33]=[CH:34][CH:35]=[C:36]([O:37][CH2:40][CH2:41][CH2:42][OH:43])[C:5]=2[N:4]=1. (4) Given the reactants C(=O)([O-])[O-].[K+].[K+].[CH2:7](Br)[C:8]1[CH:13]=[CH:12][CH:11]=[CH:10][CH:9]=1.[CH2:15]([N:18]1[C:26]2[CH:25]=[CH:24][N:23]=[C:22]([Cl:27])[C:21]=2[NH:20][C:19]1=[O:28])[CH:16]=[CH2:17].O, predict the reaction product. The product is: [CH2:15]([N:18]1[C:26]2[CH:25]=[CH:24][N:23]=[C:22]([Cl:27])[C:21]=2[N:20]([CH2:7][C:8]2[CH:13]=[CH:12][CH:11]=[CH:10][CH:9]=2)[C:19]1=[O:28])[CH:16]=[CH2:17]. (5) Given the reactants [H-].[Na+].[NH2:3][C@@H:4]1[C:13]2[C:8](=[CH:9][CH:10]=[CH:11][CH:12]=2)[C@H:7]([OH:14])[CH2:6][CH2:5]1.F[C:16]1[CH:17]=[CH:18][C:19]2[N:20]([C:22]([N:25]([CH:29]([CH3:31])[CH3:30])[CH:26]([CH3:28])[CH3:27])=[N:23][N:24]=2)[CH:21]=1, predict the reaction product. The product is: [NH2:3][C@@H:4]1[C:13]2[C:8](=[CH:9][CH:10]=[CH:11][CH:12]=2)[C@H:7]([O:14][C:16]2[CH:17]=[CH:18][C:19]3[N:20]([C:22]([N:25]([CH:29]([CH3:31])[CH3:30])[CH:26]([CH3:27])[CH3:28])=[N:23][N:24]=3)[CH:21]=2)[CH2:6][CH2:5]1.